This data is from Catalyst prediction with 721,799 reactions and 888 catalyst types from USPTO. The task is: Predict which catalyst facilitates the given reaction. (1) Reactant: [Cl:1][C:2]1[CH:3]=[C:4]([NH:9][C:10]2[N:14]=[C:13]([NH2:15])[NH:12][N:11]=2)[CH:5]=[C:6]([Cl:8])[CH:7]=1.[Cl:16][C:17]1[CH:18]=[CH:19][C:20]([C:25]([F:28])([F:27])[F:26])=[C:21]([CH:24]=1)[CH:22]=O.[BH4-].[Na+]. The catalyst class is: 5. Product: [Cl:16][C:17]1[CH:18]=[CH:19][C:20]([C:25]([F:26])([F:27])[F:28])=[C:21]([CH:24]=1)[CH2:22][NH:15][C:13]1[NH:12][N:11]=[C:10]([NH:9][C:4]2[CH:5]=[C:6]([Cl:8])[CH:7]=[C:2]([Cl:1])[CH:3]=2)[N:14]=1. (2) Reactant: CON(C)[C:4]([CH:6]1[CH2:9][N:8]([C:10]([O:12][C:13]([CH3:16])([CH3:15])[CH3:14])=[O:11])[CH2:7]1)=[O:5].[F:18][C:19]1[CH:20]=[C:21]([Mg]Br)[CH:22]=[CH:23][CH:24]=1.[NH4+].[Cl-]. Product: [F:18][C:19]1[CH:24]=[C:23]([CH:22]=[CH:21][CH:20]=1)[C:4]([CH:6]1[CH2:7][N:8]([C:10]([O:12][C:13]([CH3:14])([CH3:15])[CH3:16])=[O:11])[CH2:9]1)=[O:5]. The catalyst class is: 7.